From a dataset of Reaction yield outcomes from USPTO patents with 853,638 reactions. Predict the reaction yield, written as a fraction of the theoretical maximum amount of product (1.0 means a 100% yield; for example, 0.34 means a 34% yield). (1) The reactants are [CH2:1](Br)[CH:2]=[CH:3][C:4]1[CH:9]=[CH:8][CH:7]=[CH:6][CH:5]=1.[CH2:11]([NH2:14])[CH:12]=[CH2:13]. The catalyst is O1CCCC1. The product is [C:4]1([CH:3]=[CH:2][CH2:1][NH:14][CH2:11][CH:12]=[CH2:13])[CH:9]=[CH:8][CH:7]=[CH:6][CH:5]=1. The yield is 0.810. (2) The reactants are [CH2:1]([O:8][C:9]1[CH:16]=[CH:15][CH:14]=[C:13]([OH:17])[C:10]=1[CH:11]=O)[C:2]1[CH:7]=[CH:6][CH:5]=[CH:4][CH:3]=1.C(=O)([O-])[O-].[Cs+].[Cs+].Cl[CH2:25][C:26](=[O:28])[CH3:27].O1C2C=CC=CC=2C=C1. The catalyst is CN(C)C=O.C(=O)([O-])[O-].[Cs+].[Cs+]. The product is [CH2:1]([O:8][C:9]1[C:10]2[CH:11]=[C:25]([C:26](=[O:28])[CH3:27])[O:17][C:13]=2[CH:14]=[CH:15][CH:16]=1)[C:2]1[CH:7]=[CH:6][CH:5]=[CH:4][CH:3]=1. The yield is 0.900. (3) The reactants are [CH3:1][C:2]1([CH3:31])[C:10]2[C:9]3[CH:11]=[C:12]([S:19]([O-:22])(=[O:21])=[O:20])[CH:13]=[C:14]([S:15]([O-:18])(=[O:17])=[O:16])[C:8]=3[CH:7]=[CH:6][C:5]=2[N+:4]([CH2:23][CH2:24][CH2:25][S:26]([O-:29])(=[O:28])=[O:27])=[C:3]1[CH3:30].[Na+:32].[Na+].[Br-:34].Br/[C:36](=[CH:45]\[NH:46][C:47]1[CH:52]=[CH:51][CH:50]=[CH:49][CH:48]=1)/[CH:37]=[NH+]/C1C=CC=CC=1.N1[CH:58]=[CH:57][CH:56]=[CH:55][CH:54]=1.C(O[C:63](=O)[CH3:64])(=O)C. The catalyst is C(OCC)C. The product is [Br:34]/[C:55](=[CH:56]\[CH:57]=[C:58]1\[N:46]([CH2:45][CH2:36][CH2:37][S:19]([O-:22])(=[O:21])=[O:20])[C:47]2[CH:48]=[CH:49][C:50]3[C:64]([S:26]([O-:29])(=[O:28])=[O:27])=[CH:63][C:14]([S:15]([O-:18])(=[O:17])=[O:16])=[CH:13][C:51]=3[C:52]=2[C:2]\1([CH3:3])[CH3:1])/[CH:54]=[CH:30]/[C:3]1[C:2]([CH3:31])([CH3:1])[C:10]2[C:9]3[CH:11]=[C:12]([S:19]([O-:22])(=[O:20])=[O:21])[CH:13]=[C:14]([S:15]([O-:18])(=[O:16])=[O:17])[C:8]=3[CH:7]=[CH:6][C:5]=2[N+:4]=1[CH2:23][CH2:24][CH2:25][S:26]([O-:29])(=[O:28])=[O:27].[Na+:32].[Na+:32].[Na+:32].[Na+:32].[Na+:32]. The yield is 0.500. (4) The reactants are C(NC(=O)[O-])C.O[C:8]1[C:9]([Cl:21])=[CH:10][C:11]2[CH:12]([CH3:20])[CH:13]3[CH2:17][NH:16][CH2:15][CH:14]3[C:18]=2[CH:19]=1.C1(P(C2C=CC=CC=2)CCCP(C2C=CC=CC=2)C2C=CC=CC=2)C=CC=CC=1.CCN(CC)CC. The yield is 0.350. The catalyst is CO.CS(C)=O.CCOC(C)=O.C([O-])(=O)C.[Pd+2].C([O-])(=O)C. The product is [Cl:21][C:9]1[CH:8]=[CH:19][C:18]2[CH:14]3[CH2:15][NH:16][CH2:17][CH:13]3[CH:12]([CH3:20])[C:11]=2[CH:10]=1. (5) The reactants are [H-].[Na+].[Cl:3][C:4]1[CH:9]=[C:8]([F:10])[CH:7]=[CH:6][C:5]=1/[C:11](/[C:14]1[C:19](F)=[C:18]([C:21]2[CH:22]=[N:23][CH:24]=[N:25][CH:26]=2)[CH:17]=[CH:16][N:15]=1)=[N:12]/[OH:13]. The yield is 0.339. The product is [Cl:3][C:4]1[CH:9]=[C:8]([F:10])[CH:7]=[CH:6][C:5]=1[C:11]1[C:14]2=[N:15][CH:16]=[CH:17][C:18]([C:21]3[CH:22]=[N:23][CH:24]=[N:25][CH:26]=3)=[C:19]2[O:13][N:12]=1. The catalyst is C1COCC1.CN(C=O)C.C(Cl)Cl. (6) The reactants are [NH2:1][C:2]12[C:20](=[O:21])[C:19]3[C:14](=[C:15]([N+:22]([O-:24])=[O:23])[CH:16]=[CH:17][CH:18]=3)[C:3]1([OH:25])[O:4][C:5]1[CH:10]=[C:9]([CH:11]([CH3:13])[CH3:12])[CH:8]=[CH:7][C:6]=12.[C:26](O)(=[O:30])[C:27]([CH3:29])=[O:28].P(Cl)(Cl)(Cl)=O. The catalyst is C1COCC1. The product is [OH:25][C:3]12[C:14]3[C:19](=[CH:18][CH:17]=[CH:16][C:15]=3[N+:22]([O-:24])=[O:23])[C:20](=[O:21])[C:2]1([NH:1][C:26](=[O:30])[C:27](=[O:28])[CH3:29])[C:6]1[CH:7]=[CH:8][C:9]([CH:11]([CH3:12])[CH3:13])=[CH:10][C:5]=1[O:4]2. The yield is 0.150. (7) The reactants are [CH3:1][C:2]1[S:6][C:5]([C:7]2([OH:17])[CH2:16][CH2:15][C:10]3(OCC[O:11]3)[CH2:9][CH2:8]2)=[N:4][CH:3]=1.C([O-])([O-])=O.[Na+].[Na+]. The catalyst is C1COCC1. The product is [OH:17][C:7]1([C:5]2[S:6][C:2]([CH3:1])=[CH:3][N:4]=2)[CH2:16][CH2:15][C:10](=[O:11])[CH2:9][CH2:8]1. The yield is 0.990. (8) The reactants are [F:1][C:2]1[CH:3]=[C:4]([CH2:10][C:11]([OH:13])=O)[CH:5]=[CH:6][C:7]=1[O:8][CH3:9].[F:14][C:15]1[CH:20]=[CH:19][CH:18]=[CH:17][C:16]=1[O:21][CH3:22]. The product is [F:14][C:15]1[CH:20]=[C:19]([C:11](=[O:13])[CH2:10][C:4]2[CH:5]=[CH:6][C:7]([O:8][CH3:9])=[C:2]([F:1])[CH:3]=2)[CH:18]=[CH:17][C:16]=1[O:21][CH3:22]. The yield is 0.775. No catalyst specified. (9) The reactants are [NH2:1][C:2]1[CH:9]=[CH:8][C:5]([C:6]#[N:7])=[CH:4][CH:3]=1.[Li+].C[Si]([N-][Si](C)(C)C)(C)C.[CH:20]1([CH2:23][C:24]2[C:29]([C:30]3[CH:35]=[CH:34][N:33]=[C:32](S(C)=O)[N:31]=3)=[CH:28][N:27]=[C:26]([NH:39][CH2:40][C:41]([CH3:44])([OH:43])[CH3:42])[N:25]=2)[CH2:22][CH2:21]1. The catalyst is C1COCC1. The product is [CH:20]1([CH2:23][C:24]2[C:29]([C:30]3[CH:35]=[CH:34][N:33]=[C:32]([NH:1][C:2]4[CH:9]=[CH:8][C:5]([C:6]#[N:7])=[CH:4][CH:3]=4)[N:31]=3)=[CH:28][N:27]=[C:26]([NH:39][CH2:40][C:41]([OH:43])([CH3:42])[CH3:44])[N:25]=2)[CH2:21][CH2:22]1. The yield is 0.280.